The task is: Predict the reaction yield, written as a fraction of the theoretical maximum amount of product (1.0 means a 100% yield; for example, 0.34 means a 34% yield).. This data is from Reaction yield outcomes from USPTO patents with 853,638 reactions. The reactants are [I:1][C:2]1[CH:7]=[CH:6][N:5]=[C:4]([N:8]2[C:16]3[CH:15]4[CH2:17][CH:13]([CH2:14]4)[CH2:12][C:11]=3[C:10]([C:18](O)=[O:19])=[N:9]2)[CH:3]=1.[Cl-].[NH4+:22]. No catalyst specified. The product is [I:1][C:2]1[CH:7]=[CH:6][N:5]=[C:4]([N:8]2[C:16]3[CH:15]4[CH2:14][CH:13]([CH2:17]4)[CH2:12][C:11]=3[C:10]([C:18]([NH2:22])=[O:19])=[N:9]2)[CH:3]=1. The yield is 0.710.